From a dataset of NCI-60 drug combinations with 297,098 pairs across 59 cell lines. Regression. Given two drug SMILES strings and cell line genomic features, predict the synergy score measuring deviation from expected non-interaction effect. Drug 1: C1=CC(=CC=C1CCCC(=O)O)N(CCCl)CCCl. Drug 2: CN(C(=O)NC(C=O)C(C(C(CO)O)O)O)N=O. Cell line: OVCAR-8. Synergy scores: CSS=11.6, Synergy_ZIP=-9.12, Synergy_Bliss=-3.94, Synergy_Loewe=-16.7, Synergy_HSA=-3.95.